This data is from TCR-epitope binding with 47,182 pairs between 192 epitopes and 23,139 TCRs. The task is: Binary Classification. Given a T-cell receptor sequence (or CDR3 region) and an epitope sequence, predict whether binding occurs between them. (1) The epitope is IIKDYGKQM. The TCR CDR3 sequence is CASSSSGGSTDTQYF. Result: 0 (the TCR does not bind to the epitope). (2) The epitope is RIFTIGTVTLK. The TCR CDR3 sequence is CASSVAGNEQFF. Result: 1 (the TCR binds to the epitope). (3) The epitope is RISNCVADY. The TCR CDR3 sequence is CASSKRGMDRYSNQPQHF. Result: 1 (the TCR binds to the epitope).